From a dataset of Peptide-MHC class I binding affinity with 185,985 pairs from IEDB/IMGT. Regression. Given a peptide amino acid sequence and an MHC pseudo amino acid sequence, predict their binding affinity value. This is MHC class I binding data. (1) The peptide sequence is ALASAAAAV. The MHC is HLA-A68:02 with pseudo-sequence HLA-A68:02. The binding affinity (normalized) is 0.117. (2) The peptide sequence is GRIPVSDIF. The MHC is HLA-A69:01 with pseudo-sequence HLA-A69:01. The binding affinity (normalized) is 0.0847. (3) The peptide sequence is KVMVICYAY. The MHC is HLA-A30:01 with pseudo-sequence HLA-A30:01. The binding affinity (normalized) is 0.222. (4) The peptide sequence is TSAICSVVRR. The MHC is HLA-A11:01 with pseudo-sequence HLA-A11:01. The binding affinity (normalized) is 0.297. (5) The peptide sequence is DDIDEEDDDLV. The MHC is Mamu-A11 with pseudo-sequence Mamu-A11. The binding affinity (normalized) is 0.